This data is from Forward reaction prediction with 1.9M reactions from USPTO patents (1976-2016). The task is: Predict the product of the given reaction. (1) Given the reactants [Br:1][C:2]1[CH:11]=[CH:10][C:5]([C:6]([O:8]C)=O)=[CH:4][C:3]=1[CH2:12][CH2:13][CH3:14].[Cl-].[Na+].[CH2:17]([Mg]Br)[CH3:18].[Cl-].[NH4+].O1CC[CH2:25][CH2:24]1, predict the reaction product. The product is: [Br:1][C:2]1[CH:11]=[CH:10][C:5]([C:6]([OH:8])([CH2:17][CH3:18])[CH2:24][CH3:25])=[CH:4][C:3]=1[CH2:12][CH2:13][CH3:14]. (2) Given the reactants [H-].[Na+].[O:3]1[CH2:8][CH2:7][CH:6]([OH:9])[CH2:5][CH2:4]1.Br[CH2:11][C:12]1[CH:19]=[CH:18][C:15]([C:16]#[N:17])=[CH:14][CH:13]=1.C(OCC)(=O)C, predict the reaction product. The product is: [O:3]1[CH2:8][CH2:7][CH:6]([O:9][CH2:11][C:12]2[CH:19]=[CH:18][C:15]([C:16]#[N:17])=[CH:14][CH:13]=2)[CH2:5][CH2:4]1.